From a dataset of Forward reaction prediction with 1.9M reactions from USPTO patents (1976-2016). Predict the product of the given reaction. Given the reactants [C:1]([C:4]1[N:9]=[C:8]([NH:10][CH2:11][C:12]2[CH:17]=[CH:16][C:15]([O:18][CH3:19])=[C:14]([O:20][CH3:21])[CH:13]=2)[N:7]2[N:22]=[C:23]([C:25]3[O:26][CH:27]=[CH:28][CH:29]=3)[N:24]=[C:6]2[CH:5]=1)(=O)[CH3:2].O.[NH2:31]N.COC(OC)[N:36]([CH3:38])C, predict the reaction product. The product is: [CH3:21][O:20][C:14]1[CH:13]=[C:12]([CH:17]=[CH:16][C:15]=1[O:18][CH3:19])[CH2:11][NH:10][C:8]1[N:7]2[N:22]=[C:23]([C:25]3[O:26][CH:27]=[CH:28][CH:29]=3)[N:24]=[C:6]2[CH:5]=[C:4]([C:1]2[CH:2]=[CH:38][NH:36][N:31]=2)[N:9]=1.